Dataset: Reaction yield outcomes from USPTO patents with 853,638 reactions. Task: Predict the reaction yield, written as a fraction of the theoretical maximum amount of product (1.0 means a 100% yield; for example, 0.34 means a 34% yield). (1) The reactants are [NH:1]1[CH:5]=[C:4]([C:6]2[C:7]3[CH:14]=[CH:13][N:12]([CH2:15][O:16][CH2:17][CH2:18][Si:19]([CH3:22])([CH3:21])[CH3:20])[C:8]=3[N:9]=[CH:10][N:11]=2)[CH:3]=[N:2]1.C(#N)C.C1CCN2C(=NCCC2)CC1.[C:37]([O:46][CH3:47])(=[O:45])/[CH:38]=[CH:39]/[CH2:40][C:41]([O:43][CH3:44])=[O:42]. The catalyst is C(OCC)(=O)C. The product is [CH3:20][Si:19]([CH3:22])([CH3:21])[CH2:18][CH2:17][O:16][CH2:15][N:12]1[C:8]2[N:9]=[CH:10][N:11]=[C:6]([C:4]3[CH:5]=[N:1][N:2]([CH:39]([CH2:40][C:41]([O:43][CH3:44])=[O:42])[CH2:38][C:37]([O:46][CH3:47])=[O:45])[CH:3]=3)[C:7]=2[CH:14]=[CH:13]1. The yield is 0.640. (2) The product is [N:1]([CH2:12][C:11]([C:10]1[CH:15]=[CH:16][CH:17]=[C:8]([O:7][C:6]([F:5])([F:18])[F:19])[CH:9]=1)=[O:14])=[N+:2]=[N-:3]. The catalyst is CO. The yield is 0.910. The reactants are [N-:1]=[N+:2]=[N-:3].[Na+].[F:5][C:6]([F:19])([F:18])[O:7][C:8]1[CH:9]=[C:10]([CH:15]=[CH:16][CH:17]=1)[C:11](=[O:14])[CH2:12]Br. (3) The reactants are [CH2:1]([O:8][C:9]1[CH:10]=[C:11]([CH2:15]O)[CH:12]=[N:13][CH:14]=1)[C:2]1[CH:7]=[CH:6][CH:5]=[CH:4][CH:3]=1.C1C=CC(P([N:31]=[N+:32]=[N-:33])(C2C=CC=CC=2)=O)=CC=1.N12CCCN=C1CCCCC2. The catalyst is C1(C)C=CC=CC=1. The product is [N:31]([CH2:15][C:11]1[CH:12]=[N:13][CH:14]=[C:9]([O:8][CH2:1][C:2]2[CH:7]=[CH:6][CH:5]=[CH:4][CH:3]=2)[CH:10]=1)=[N+:32]=[N-:33]. The yield is 0.650. (4) The reactants are [CH:1]1[C:10]2[CH2:9][CH2:8][CH2:7][CH2:6][C:5]=2[CH:4]=[CH:3][C:2]=1[NH2:11].[C:12]([CH:15]([CH2:20][C:21]([O:23][CH3:24])=[O:22])[C:16]([O:18][CH3:19])=[O:17])(=O)[CH3:13]. No catalyst specified. The product is [CH:1]1[C:10]2[CH2:9][CH2:8][CH2:7][CH2:6][C:5]=2[CH:4]=[CH:3][C:2]=1[NH:11][C:12](=[C:15]([CH2:20][C:21]([O:23][CH3:24])=[O:22])[C:16]([O:18][CH3:19])=[O:17])[CH3:13]. The yield is 0.600. (5) The reactants are [Br:1][C:2]1[C:7]([CH3:8])=[C:6]([N+:9]([O-:11])=[O:10])[CH:5]=[C:4]([Br:12])[C:3]=1O.CCN(CC)CC.O(S(C(F)(F)F)(=O)=O)S(C(F)(F)F)(=O)=O.[Na+].[I-:37]. The catalyst is C(Cl)Cl.CN(C=O)C.CCOCC. The product is [Br:1][C:2]1[C:7]([CH3:8])=[C:6]([N+:9]([O-:11])=[O:10])[CH:5]=[C:4]([Br:12])[C:3]=1[I:37]. The yield is 0.500. (6) The reactants are [Cl:1][C:2]1[CH:27]=[CH:26][C:5]([C:6]([C:8]2[CH:9]=[C:10]3[C:15](=[CH:16][CH:17]=2)[NH:14][C:13](=[O:18])[CH:12]=[C:11]3[C:19]2[CH:24]=[CH:23][CH:22]=[C:21]([I:25])[CH:20]=2)=[O:7])=[CH:4][CH:3]=1.C(=O)([O-])[O-].[Cs+].[Cs+].Br[CH2:35][CH:36]1[CH2:38][CH2:37]1. The catalyst is CN(C=O)C.ClCCl. The product is [Cl:1][C:2]1[CH:3]=[CH:4][C:5]([C:6]([C:8]2[CH:9]=[C:10]3[C:15](=[CH:16][CH:17]=2)[N:14]([CH2:35][CH:36]2[CH2:38][CH2:37]2)[C:13](=[O:18])[CH:12]=[C:11]3[C:19]2[CH:24]=[CH:23][CH:22]=[C:21]([I:25])[CH:20]=2)=[O:7])=[CH:26][CH:27]=1. The yield is 0.630.